Task: Regression. Given a peptide amino acid sequence and an MHC pseudo amino acid sequence, predict their binding affinity value. This is MHC class I binding data.. Dataset: Peptide-MHC class I binding affinity with 185,985 pairs from IEDB/IMGT (1) The peptide sequence is KAFSPEVIPMF. The MHC is HLA-A03:01 with pseudo-sequence HLA-A03:01. The binding affinity (normalized) is 0.168. (2) The peptide sequence is ASRDLVVSY. The MHC is Patr-A0301 with pseudo-sequence Patr-A0301. The binding affinity (normalized) is 0.386.